This data is from Peptide-MHC class I binding affinity with 185,985 pairs from IEDB/IMGT. The task is: Regression. Given a peptide amino acid sequence and an MHC pseudo amino acid sequence, predict their binding affinity value. This is MHC class I binding data. (1) The peptide sequence is VVDALRNIY. The MHC is HLA-A68:02 with pseudo-sequence HLA-A68:02. The binding affinity (normalized) is 0.0847. (2) The peptide sequence is VMAPDKPSL. The MHC is HLA-A69:01 with pseudo-sequence HLA-A69:01. The binding affinity (normalized) is 0.0847. (3) The peptide sequence is ETINEEAAEW. The MHC is HLA-B54:01 with pseudo-sequence HLA-B54:01. The binding affinity (normalized) is 0.0264.